From a dataset of Catalyst prediction with 721,799 reactions and 888 catalyst types from USPTO. Predict which catalyst facilitates the given reaction. (1) Reactant: CC[C@H]1[C@H]2C[C@H]([C@H](OC3C4C(=CC=CC=4)C(O[C@H](C4C=CN=C5C=4C=C(OC)C=C5)[C@@H]4N5C[C@H](CC)[C@@H](CC5)C4)=NN=3)C3C=CN=C4C=3C=C([O:22]C)C=C4)N(CC2)C1.[Cl:59][C:60]1[C:69]2[C:64](=[CH:65][CH:66]=[CH:67][CH:68]=2)[CH:63]=[C:62](C)[C:61]=1C=C.S([O-])([O-])=O.[Na+].[Na+].[C:79]([OH:83])(C)([CH3:81])[CH3:80]. Product: [Cl:59][C:60]1[C:69]2[C:64](=[CH:65][CH:66]=[CH:67][CH:68]=2)[CH:63]=[C:62]([CH3:61])[C:80]=1[C@H:79]([OH:83])[CH2:81][OH:22]. The catalyst class is: 46. (2) Reactant: [CH3:1][C:2]1([CH3:14])[CH2:7][CH2:6][CH:5]([CH2:8][C:9]([O:11]CC)=[O:10])[CH2:4][CH2:3]1.[OH-].[Na+]. Product: [CH3:1][C:2]1([CH3:14])[CH2:3][CH2:4][CH:5]([CH2:8][C:9]([OH:11])=[O:10])[CH2:6][CH2:7]1. The catalyst class is: 14.